From a dataset of NCI-60 drug combinations with 297,098 pairs across 59 cell lines. Regression. Given two drug SMILES strings and cell line genomic features, predict the synergy score measuring deviation from expected non-interaction effect. (1) Drug 1: COC1=CC(=CC(=C1O)OC)C2C3C(COC3=O)C(C4=CC5=C(C=C24)OCO5)OC6C(C(C7C(O6)COC(O7)C8=CC=CS8)O)O. Drug 2: CN(C(=O)NC(C=O)C(C(C(CO)O)O)O)N=O. Cell line: SF-295. Synergy scores: CSS=52.3, Synergy_ZIP=-1.73, Synergy_Bliss=0.129, Synergy_Loewe=-8.69, Synergy_HSA=2.26. (2) Drug 1: CN(C)N=NC1=C(NC=N1)C(=O)N. Drug 2: C1CC(=O)NC(=O)C1N2C(=O)C3=CC=CC=C3C2=O. Cell line: OVCAR-5. Synergy scores: CSS=-4.67, Synergy_ZIP=0.312, Synergy_Bliss=-3.68, Synergy_Loewe=-6.15, Synergy_HSA=-5.35. (3) Drug 1: C1=NNC2=C1C(=O)NC=N2. Drug 2: N.N.Cl[Pt+2]Cl. Cell line: NCI-H460. Synergy scores: CSS=60.2, Synergy_ZIP=-2.28, Synergy_Bliss=-5.52, Synergy_Loewe=-18.5, Synergy_HSA=-4.32. (4) Drug 1: C1CC(=O)NC(=O)C1N2CC3=C(C2=O)C=CC=C3N. Drug 2: C(CN)CNCCSP(=O)(O)O. Cell line: CAKI-1. Synergy scores: CSS=6.08, Synergy_ZIP=-5.12, Synergy_Bliss=-4.03, Synergy_Loewe=-0.459, Synergy_HSA=-0.471. (5) Drug 1: CN(C)C1=NC(=NC(=N1)N(C)C)N(C)C. Drug 2: CCC(=C(C1=CC=CC=C1)C2=CC=C(C=C2)OCCN(C)C)C3=CC=CC=C3.C(C(=O)O)C(CC(=O)O)(C(=O)O)O. Cell line: HOP-92. Synergy scores: CSS=0.805, Synergy_ZIP=-0.503, Synergy_Bliss=-1.98, Synergy_Loewe=-4.11, Synergy_HSA=-3.30. (6) Drug 1: C1=CC(=C2C(=C1NCCNCCO)C(=O)C3=C(C=CC(=C3C2=O)O)O)NCCNCCO. Drug 2: C1C(C(OC1N2C=NC3=C(N=C(N=C32)Cl)N)CO)O. Cell line: KM12. Synergy scores: CSS=22.2, Synergy_ZIP=-10.4, Synergy_Bliss=-10.3, Synergy_Loewe=-7.11, Synergy_HSA=-3.41. (7) Drug 1: C1=CN(C=N1)CC(O)(P(=O)(O)O)P(=O)(O)O. Drug 2: CC1C(C(CC(O1)OC2CC(CC3=C2C(=C4C(=C3O)C(=O)C5=CC=CC=C5C4=O)O)(C(=O)C)O)N)O. Cell line: CAKI-1. Synergy scores: CSS=44.1, Synergy_ZIP=5.93, Synergy_Bliss=6.60, Synergy_Loewe=-34.4, Synergy_HSA=6.94. (8) Drug 1: CC1CCC2CC(C(=CC=CC=CC(CC(C(=O)C(C(C(=CC(C(=O)CC(OC(=O)C3CCCCN3C(=O)C(=O)C1(O2)O)C(C)CC4CCC(C(C4)OC)O)C)C)O)OC)C)C)C)OC. Drug 2: CC1C(C(CC(O1)OC2CC(CC3=C2C(=C4C(=C3O)C(=O)C5=CC=CC=C5C4=O)O)(C(=O)C)O)N)O. Cell line: MDA-MB-231. Synergy scores: CSS=54.0, Synergy_ZIP=9.28, Synergy_Bliss=9.14, Synergy_Loewe=12.6, Synergy_HSA=11.6.